From a dataset of Catalyst prediction with 721,799 reactions and 888 catalyst types from USPTO. Predict which catalyst facilitates the given reaction. (1) Reactant: [CH2:1]([O:3][C:4](=[O:17])[CH:5]([CH2:8][C:9]1[CH:14]=[CH:13][C:12]([F:15])=[CH:11][C:10]=1[F:16])[CH2:6][NH2:7])[CH3:2].[Cl:18][C:19]1[CH:24]=[CH:23][CH:22]=[C:21]([Cl:25])[C:20]=1[N:26]=[C:27]=[O:28].C(N(CC)CC)C.O. Product: [CH2:1]([O:3][C:4](=[O:17])[CH:5]([CH2:8][C:9]1[CH:14]=[CH:13][C:12]([F:15])=[CH:11][C:10]=1[F:16])[CH2:6][NH:7][C:27]([NH:26][C:20]1[C:21]([Cl:25])=[CH:22][CH:23]=[CH:24][C:19]=1[Cl:18])=[O:28])[CH3:2]. The catalyst class is: 54. (2) Reactant: [NH2:1][N:2]1[C:11](=[O:12])[C:10]2[C:5](=[N:6][CH:7]=[CH:8][N:9]=2)[N:4]=[C:3]1[C:13]1[CH:18]=[CH:17][C:16]([F:19])=[CH:15][CH:14]=1.[Br:20][C:21]1[CH:28]=[CH:27][C:24]([CH:25]=O)=[CH:23][CH:22]=1.C(O[BH-](OC(=O)C)OC(=O)C)(=O)C.[Na+].C(OCC)(=O)C. Product: [Br:20][C:21]1[CH:28]=[CH:27][C:24](/[CH:25]=[N:1]/[N:2]2[C:11](=[O:12])[C:10]3[C:5](=[N:6][CH:7]=[CH:8][N:9]=3)[N:4]=[C:3]2[C:13]2[CH:18]=[CH:17][C:16]([F:19])=[CH:15][CH:14]=2)=[CH:23][CH:22]=1. The catalyst class is: 3. (3) Reactant: [C:1]([O:5][C:6](=[O:16])[NH:7][C@H:8]1[CH2:13][CH2:12][C@H:11]([CH2:14][OH:15])[CH2:10][CH2:9]1)([CH3:4])([CH3:3])[CH3:2].N1C=CC=CC=1.[CH3:23][S:24](Cl)(=[O:26])=[O:25]. Product: [CH3:23][S:24]([O:15][CH2:14][C@H:11]1[CH2:10][CH2:9][C@H:8]([NH:7][C:6]([O:5][C:1]([CH3:4])([CH3:2])[CH3:3])=[O:16])[CH2:13][CH2:12]1)(=[O:26])=[O:25]. The catalyst class is: 2. (4) Reactant: Cl[C:2]1[CH:19]=[CH:18][C:5]([C:6]([NH:8][C:9]2[CH:14]=[CH:13][C:12]([O:15][CH3:16])=[CH:11][C:10]=2[OH:17])=O)=[CH:4][N:3]=1.O.[CH3:21][N:22](C=O)[CH3:23]. Product: [CH3:16][O:15][C:12]1[CH:13]=[CH:14][C:9]2[N:8]=[C:6]([C:5]3[CH:18]=[CH:19][C:2]([N:22]([CH3:23])[CH3:21])=[N:3][CH:4]=3)[O:17][C:10]=2[CH:11]=1. The catalyst class is: 65. (5) Reactant: C(Cl)(=O)C(Cl)=O.[C:7]([C:11]1[CH:16]=[CH:15][C:14]([S:17]([NH:20][CH2:21][C:22]2[CH:30]=[CH:29][C:25]([C:26](O)=[O:27])=[CH:24][CH:23]=2)(=[O:19])=[O:18])=[CH:13][CH:12]=1)([CH3:10])([CH3:9])[CH3:8].[Cl:31][C:32]1[CH:33]=[C:34]([NH2:38])[CH:35]=[N:36][CH:37]=1. Product: [C:7]([C:11]1[CH:12]=[CH:13][C:14]([S:17]([NH:20][CH2:21][C:22]2[CH:23]=[CH:24][C:25]([C:26]([NH:38][C:34]3[CH:35]=[N:36][CH:37]=[C:32]([Cl:31])[CH:33]=3)=[O:27])=[CH:29][CH:30]=2)(=[O:19])=[O:18])=[CH:15][CH:16]=1)([CH3:10])([CH3:9])[CH3:8]. The catalyst class is: 198. (6) Product: [CH3:43][O:42][C:41]1[C:35]2[C:36](=[N:37][CH:38]=[C:33]([C:9]3[CH:14]=[CH:13][C:12]([CH2:15][C:16]([NH:18][C:19]4[CH:23]=[C:22]([C:24]([CH3:25])([CH3:26])[C:27]([F:28])([F:30])[F:29])[O:21][N:20]=4)=[O:17])=[CH:11][CH:10]=3)[CH:34]=2)[N:39]([CH2:44][C:45]2[CH:50]=[CH:49][C:48]([O:51][CH3:52])=[CH:47][CH:46]=2)[N:40]=1. The catalyst class is: 23. Reactant: CC1(C)C(C)(C)OB([C:9]2[CH:14]=[CH:13][C:12]([CH2:15][C:16]([NH:18][C:19]3[CH:23]=[C:22]([C:24]4([C:27]([F:30])([F:29])[F:28])[CH2:26][CH2:25]4)[O:21][N:20]=3)=[O:17])=[CH:11][CH:10]=2)O1.Br[C:33]1[CH:34]=[C:35]2[C:41]([O:42][CH3:43])=[N:40][N:39]([CH2:44][C:45]3[CH:50]=[CH:49][C:48]([O:51][CH3:52])=[CH:47][CH:46]=3)[C:36]2=[N:37][CH:38]=1.C([O-])([O-])=O.[Na+].[Na+]. (7) Product: [Br:1][C:2]1[CH:7]=[CH:6][C:5]([C:8]2([C:9]#[N:10])[CH2:14][CH2:13]2)=[C:4]([F:11])[CH:3]=1. The catalyst class is: 786. Reactant: [Br:1][C:2]1[CH:7]=[CH:6][C:5]([CH2:8][C:9]#[N:10])=[C:4]([F:11])[CH:3]=1.Br[CH2:13][CH2:14]Cl.[OH-].[K+].